Dataset: Reaction yield outcomes from USPTO patents with 853,638 reactions. Task: Predict the reaction yield, written as a fraction of the theoretical maximum amount of product (1.0 means a 100% yield; for example, 0.34 means a 34% yield). (1) The reactants are [Cl:1][CH:2]([CH2:6][C:7]1[CH:12]=[C:11]([N:13]2[C:17](=[O:18])[N:16]([CH:19]([F:21])[F:20])[C:15]([CH3:22])=[N:14]2)[C:10]([F:23])=[CH:9][C:8]=1[Cl:24])[C:3]([OH:5])=[O:4].[CH2:25](O)[CH3:26].S(=O)(=O)(O)O. The catalyst is CC1C=CC=CC=1. The product is [CH3:25][CH2:26][O:4][C:3]([CH:2]([Cl:1])[CH2:6][C:7]1[CH:12]=[C:11]([N:13]2[N:14]=[C:15]([CH3:22])[N:16]([CH:19]([F:20])[F:21])[C:17]2=[O:18])[C:10]([F:23])=[CH:9][C:8]=1[Cl:24])=[O:5]. The yield is 0.910. (2) The reactants are [H-].[H-].[H-].[H-].[Li+].[Al+3].O[C@@H]1C[C@H](CN(C)C(=O)OC(C)(C)C)C1.[CH2:22]([NH:29][C:30]([CH:32]1[CH2:35][C:34](=[O:36])[CH2:33]1)=O)[C:23]1[CH:28]=[CH:27][CH:26]=[CH:25][CH:24]=1.[OH-].[Na+]. The catalyst is C1COCC1.O. The product is [CH2:22]([NH:29][CH2:30][C@@H:32]1[CH2:35][C@H:34]([OH:36])[CH2:33]1)[C:23]1[CH:28]=[CH:27][CH:26]=[CH:25][CH:24]=1. The yield is 0.580. (3) The yield is 0.560. The reactants are [C:1]1(C)C=CC=CC=1.N1CCCCC1.[C:14]([C:18]1[CH:19]=[C:20]([C:26]2[CH:27]=[C:28]3[C:33](=[CH:34][CH:35]=2)[CH:32]=[C:31](C=O)[CH:30]=[CH:29]3)[CH:21]=[CH:22][C:23]=1[O:24][CH3:25])([CH3:17])([CH3:16])[CH3:15].[S:38]=[C:39]1[NH:43][C:42](=[O:44])[CH2:41][S:40]1. The catalyst is C(O)(=O)C. The product is [C:14]([C:18]1[CH:19]=[C:20]([C:26]2[CH:27]=[C:28]3[C:33](=[CH:34][CH:35]=2)[CH:32]=[C:31]([N:43]2[C:42](=[O:44])[C:41](=[CH2:1])[S:40][C:39]2=[S:38])[CH:30]=[CH:29]3)[CH:21]=[CH:22][C:23]=1[O:24][CH3:25])([CH3:17])([CH3:15])[CH3:16]. (4) The reactants are [CH2:1]([C:11]1[C:15]2[S:16][C:17]3[C:21]4[S:22][C:23]([C:35]([O:37]CC)=[O:36])=[C:24]([CH2:25][CH2:26][CH2:27][CH2:28][CH2:29][CH2:30][CH2:31][CH2:32][CH2:33][CH3:34])[C:20]=4[S:19][C:18]=3[C:14]=2[S:13][C:12]=1[C:40]([O:42]CC)=[O:41])[CH2:2][CH2:3][CH2:4][CH2:5][CH2:6][CH2:7][CH2:8][CH2:9][CH3:10].[Li+].[OH-].C1COCC1. The catalyst is [I-].C([N+](CCCC)(CCCC)CCCC)CCC.CO. The product is [CH2:25]([C:24]1[C:20]2[S:19][C:18]3[C:14]4[S:13][C:12]([C:40]([OH:42])=[O:41])=[C:11]([CH2:1][CH2:2][CH2:3][CH2:4][CH2:5][CH2:6][CH2:7][CH2:8][CH2:9][CH3:10])[C:15]=4[S:16][C:17]=3[C:21]=2[S:22][C:23]=1[C:35]([OH:37])=[O:36])[CH2:26][CH2:27][CH2:28][CH2:29][CH2:30][CH2:31][CH2:32][CH2:33][CH3:34]. The yield is 0.974. (5) The reactants are [F:1][C:2]1[C:7]([CH:8]([OH:11])[CH2:9][CH3:10])=[CH:6][CH:5]=[CH:4][N:3]=1.CS(C)=O.C(N(CC)CC)C. The catalyst is O. The product is [F:1][C:2]1[C:7]([C:8](=[O:11])[CH2:9][CH3:10])=[CH:6][CH:5]=[CH:4][N:3]=1. The yield is 0.870. (6) The reactants are [C:1]([C:3]1[CH:8]=[CH:7][CH:6]=[CH:5][C:4]=1[C:9]1[CH:14]=[CH:13][C:12]([CH2:15][C:16]2[C:17](=[O:39])[N:18]([C@H:28]3[CH2:33][CH2:32][C@H:31]([O:34][CH2:35][C:36](O)=[O:37])[CH2:30][CH2:29]3)[C:19]3[N:20]([N:25]=[CH:26][N:27]=3)[C:21]=2[CH2:22][CH2:23][CH3:24])=[CH:11][CH:10]=1)#[N:2].[NH:40]([C:42]([O:44][C:45]([CH3:48])([CH3:47])[CH3:46])=[O:43])[NH2:41].Cl.C(N=C=NCCCN(C)C)C.ON1C2C=CC=CC=2N=N1. The catalyst is O.C(OCC)(=O)C.CN(C=O)C. The product is [C:1]([C:3]1[CH:8]=[CH:7][CH:6]=[CH:5][C:4]=1[C:9]1[CH:14]=[CH:13][C:12]([CH2:15][C:16]2[C:17](=[O:39])[N:18]([C@H:28]3[CH2:29][CH2:30][C@H:31]([O:34][CH2:35][C:36]([NH:41][NH:40][C:42]([O:44][C:45]([CH3:48])([CH3:47])[CH3:46])=[O:43])=[O:37])[CH2:32][CH2:33]3)[C:19]3[N:20]([N:25]=[CH:26][N:27]=3)[C:21]=2[CH2:22][CH2:23][CH3:24])=[CH:11][CH:10]=1)#[N:2]. The yield is 0.720. (7) The reactants are [F:1][C:2]([F:13])([F:12])[C:3]1[CH:4]=[C:5]2[CH:11]=[CH:10][NH:9][C:6]2=[N:7][CH:8]=1.[OH-].[Na+].[C:16]1([S:22](Cl)(=[O:24])=[O:23])[CH:21]=[CH:20][CH:19]=[CH:18][CH:17]=1. The catalyst is [Br-].C([N+](CCCC)(CCCC)CCCC)CCC.ClCCl. The product is [C:16]1([S:22]([N:9]2[C:6]3=[N:7][CH:8]=[C:3]([C:2]([F:1])([F:12])[F:13])[CH:4]=[C:5]3[CH:11]=[CH:10]2)(=[O:24])=[O:23])[CH:21]=[CH:20][CH:19]=[CH:18][CH:17]=1. The yield is 0.480.